From a dataset of Forward reaction prediction with 1.9M reactions from USPTO patents (1976-2016). Predict the product of the given reaction. (1) Given the reactants [CH:1]1([C:4]2[N:9]=[N:8][C:7]([NH:10][S:11]([C:14]3[CH:19]=[CH:18][C:17]([O:20][CH2:21][C:22]4[C:23]([CH3:28])=[N:24][O:25][C:26]=4[CH3:27])=[CH:16][CH:15]=3)(=[O:13])=[O:12])=[CH:6][CH:5]=2)[CH2:3][CH2:2]1.[C:29](N=C(N(C)C)N(C)C)([CH3:32])([CH3:31])[CH3:30].BrCC(C)C, predict the reaction product. The product is: [CH:1]1([C:4]2[N:9]=[N:8][C:7]([N:10]([CH2:30][CH:29]([CH3:32])[CH3:31])[S:11]([C:14]3[CH:15]=[CH:16][C:17]([O:20][CH2:21][C:22]4[C:23]([CH3:28])=[N:24][O:25][C:26]=4[CH3:27])=[CH:18][CH:19]=3)(=[O:12])=[O:13])=[CH:6][CH:5]=2)[CH2:2][CH2:3]1. (2) Given the reactants [F:1][C:2]([F:21])([F:20])[C:3]1[CH:8]=[CH:7][C:6]([C@@H:9]2[C@@H:14]([CH2:15][C:16]([O:18][CH3:19])=[O:17])[CH2:13][CH2:12][CH2:11][NH:10]2)=[CH:5][CH:4]=1.[F:22][C:23]([F:29])([F:28])[CH2:24][CH2:25][CH:26]=O.[CH3:30][C:31]([CH3:35])([CH3:34])[C:32]#[CH:33], predict the reaction product. The product is: [CH3:30][C:31]([CH3:35])([CH3:34])[C:32]#[C:33][C@@H:26]([N:10]1[CH2:11][CH2:12][CH2:13][C@H:14]([CH2:15][C:16]([O:18][CH3:19])=[O:17])[C@H:9]1[C:6]1[CH:5]=[CH:4][C:3]([C:2]([F:20])([F:1])[F:21])=[CH:8][CH:7]=1)[CH2:25][CH2:24][C:23]([F:29])([F:28])[F:22]. (3) The product is: [CH:22]([N:21]([CH:25]([CH3:26])[CH3:27])[CH2:20][CH2:19][C@@H:18]([C:13]1[CH:12]=[C:11]([CH2:10][CH2:9][O:8][C:7]2[CH:6]=[CH:5][C:4]([CH2:3][CH2:2][NH:1][CH2:40][C:39]3[CH:42]=[CH:43][CH:44]=[C:37]([F:36])[C:38]=3[OH:45])=[CH:35][CH:34]=2)[CH:16]=[CH:15][C:14]=1[OH:17])[C:28]1[CH:29]=[CH:30][CH:31]=[CH:32][CH:33]=1)([CH3:24])[CH3:23]. Given the reactants [NH2:1][CH2:2][CH2:3][C:4]1[CH:35]=[CH:34][C:7]([O:8][CH2:9][CH2:10][C:11]2[CH:16]=[CH:15][C:14]([OH:17])=[C:13]([C@@H:18]([C:28]3[CH:33]=[CH:32][CH:31]=[CH:30][CH:29]=3)[CH2:19][CH2:20][N:21]([CH:25]([CH3:27])[CH3:26])[CH:22]([CH3:24])[CH3:23])[CH:12]=2)=[CH:6][CH:5]=1.[F:36][C:37]1[C:38]([OH:45])=[C:39]([CH:42]=[CH:43][CH:44]=1)[CH:40]=O.S([O-])([O-])(=O)=O.[Mg+2].[BH4-].[Na+], predict the reaction product. (4) Given the reactants [C:1]([C:3]1[CH:8]=[CH:7][N:6]=[C:5]([NH:9][C:10]2[N:15]=[C:14]([C:16]3[CH:17]=[N:18][C:19]([N:22]4[CH2:28][CH2:27][CH2:26][N:25](C(OC(C)(C)C)=O)[CH2:24][CH2:23]4)=[CH:20][CH:21]=3)[CH:13]=[C:12]([CH:36]3[CH2:38][CH2:37]3)[CH:11]=2)[CH:4]=1)#[N:2].C(O)(C(F)(F)F)=O, predict the reaction product. The product is: [CH:36]1([C:12]2[CH:11]=[C:10]([NH:9][C:5]3[CH:4]=[C:3]([C:1]#[N:2])[CH:8]=[CH:7][N:6]=3)[N:15]=[C:14]([C:16]3[CH:17]=[N:18][C:19]([N:22]4[CH2:28][CH2:27][CH2:26][NH:25][CH2:24][CH2:23]4)=[CH:20][CH:21]=3)[CH:13]=2)[CH2:37][CH2:38]1. (5) Given the reactants [CH3:1][C:2]([CH3:10])=[CH:3][C:4]1[CH:9]=[CH:8][CH:7]=[CH:6][CH:5]=1.[C:11](#[N:14])[CH2:12][CH3:13].[OH-:15].[Na+], predict the reaction product. The product is: [CH3:1][C:2]([NH:14][C:11](=[O:15])[CH2:12][CH3:13])([CH3:10])[CH2:3][C:4]1[CH:9]=[CH:8][CH:7]=[CH:6][CH:5]=1.